This data is from Catalyst prediction with 721,799 reactions and 888 catalyst types from USPTO. The task is: Predict which catalyst facilitates the given reaction. (1) Reactant: [Cl:1][C:2]1[CH:7]=[CH:6][C:5]([C:8]2[N:12]([CH:13]3[CH2:15][CH2:14]3)[C:11](=[O:16])[N:10]([CH:17]([CH3:21])[C:18]([OH:20])=O)[N:9]=2)=[CH:4][CH:3]=1.[C:22]1([CH:32]([NH2:34])[CH3:33])[C:31]2[C:26](=[CH:27][CH:28]=[CH:29][CH:30]=2)[CH:25]=[CH:24][CH:23]=1.C1C=CC2N(O)N=NC=2C=1.CCN=C=NCCCN(C)C.Cl. Product: [Cl:1][C:2]1[CH:3]=[CH:4][C:5]([C:8]2[N:12]([CH:13]3[CH2:14][CH2:15]3)[C:11](=[O:16])[N:10]([CH:17]([CH3:21])[C:18]([NH:34][C@H:32]([C:22]3[C:31]4[C:26](=[CH:27][CH:28]=[CH:29][CH:30]=4)[CH:25]=[CH:24][CH:23]=3)[CH3:33])=[O:20])[N:9]=2)=[CH:6][CH:7]=1. The catalyst class is: 3. (2) Reactant: [N:1]([CH2:4][C:5]1([O:22][CH3:23])[CH2:10][CH2:9][N:8]([CH2:11][CH2:12][O:13][CH2:14][CH2:15][C:16]2[CH:21]=[CH:20][CH:19]=[CH:18][CH:17]=2)[CH2:7][CH2:6]1)=[N+]=[N-].[H][H]. Product: [CH3:23][O:22][C:5]1([CH2:4][NH2:1])[CH2:10][CH2:9][N:8]([CH2:11][CH2:12][O:13][CH2:14][CH2:15][C:16]2[CH:17]=[CH:18][CH:19]=[CH:20][CH:21]=2)[CH2:7][CH2:6]1. The catalyst class is: 29. (3) Reactant: [F:1][C:2]1([F:18])[CH2:6][N:5](C(OC(C)(C)C)=O)[C@H:4]([C:14](=[O:17])[NH:15][CH3:16])[CH2:3]1.C(O)(C(F)(F)F)=O. Product: [F:18][C:2]1([F:1])[CH2:6][NH:5][C@H:4]([C:14]([NH:15][CH3:16])=[O:17])[CH2:3]1. The catalyst class is: 2. (4) Reactant: [CH3:1][O:2][C:3](=[O:26])[C@H:4]([CH2:19][C:20]1[CH:25]=[CH:24][CH:23]=[CH:22][CH:21]=1)[NH:5][C:6]([C:8]1[CH:17]=[CH:16][C:15]2[C:10](=[CH:11][CH:12]=[C:13]([OH:18])[CH:14]=2)[CH:9]=1)=[O:7].[CH2:27](Cl)[C:28]1[CH:33]=[CH:32][CH:31]=[CH:30][CH:29]=1.C(=O)([O-])[O-].[K+].[K+]. Product: [CH3:1][O:2][C:3](=[O:26])[C@H:4]([CH2:19][C:20]1[CH:21]=[CH:22][CH:23]=[CH:24][CH:25]=1)[NH:5][C:6]([C:8]1[CH:17]=[CH:16][C:15]2[C:10](=[CH:11][CH:12]=[C:13]([O:18][CH2:27][C:28]3[CH:33]=[CH:32][CH:31]=[CH:30][CH:29]=3)[CH:14]=2)[CH:9]=1)=[O:7]. The catalyst class is: 3.